This data is from Full USPTO retrosynthesis dataset with 1.9M reactions from patents (1976-2016). The task is: Predict the reactants needed to synthesize the given product. (1) Given the product [F:36][C:2]([F:1])([F:35])[CH2:3][O:4][C:5]1[N:6]=[C:7]([NH:21][C:22]2[CH:23]=[CH:24][C:25]([C:26]([OH:28])=[O:27])=[CH:33][CH:34]=2)[N:8]=[C:9]([NH:11][C:12]2[CH:20]=[CH:19][C:15]([C:16]([OH:18])=[O:17])=[CH:14][CH:13]=2)[N:10]=1, predict the reactants needed to synthesize it. The reactants are: [F:1][C:2]([F:36])([F:35])[CH2:3][O:4][C:5]1[N:10]=[C:9]([NH:11][C:12]2[CH:20]=[CH:19][C:15]([C:16]([O-:18])=[O:17])=[CH:14][CH:13]=2)[N:8]=[C:7]([NH:21][C:22]2[CH:34]=[CH:33][C:25]([C:26]([O:28]C(C)(C)C)=[O:27])=[CH:24][CH:23]=2)[N:6]=1.C(O)(C(F)(F)F)=O. (2) Given the product [Cl:1][C:2]1[CH:7]=[C:6]([N:8]2[CH2:13][CH2:12][O:11][CH2:10][CH2:9]2)[CH:5]=[CH:4][C:3]=1[CH2:14][N:15]1[CH2:20][CH2:19][NH:18][C@@H:17]([CH3:28])[CH2:16]1, predict the reactants needed to synthesize it. The reactants are: [Cl:1][C:2]1[CH:7]=[C:6]([N:8]2[CH2:13][CH2:12][O:11][CH2:10][CH2:9]2)[CH:5]=[CH:4][C:3]=1[CH2:14][N:15]1[CH2:20][CH2:19][N:18](C(OC(C)(C)C)=O)[C@@H:17]([CH3:28])[CH2:16]1.FC(F)(F)C(O)=O. (3) Given the product [N:19]1([C:17]([C:14]2[CH:15]=[CH:16][C:11]([C:8]3[CH:9]=[CH:10][C:5]4[N:6]([C:2]([C:35]#[C:34][C:36]5[S:40][C:39]([NH:41][C:42](=[O:48])[O:43][C:44]([CH3:46])([CH3:45])[CH3:47])=[N:38][CH:37]=5)=[CH:3][N:4]=4)[N:7]=3)=[CH:12][CH:13]=2)=[O:18])[CH2:24][CH2:23][O:22][CH2:21][CH2:20]1, predict the reactants needed to synthesize it. The reactants are: I[C:2]1[N:6]2[N:7]=[C:8]([C:11]3[CH:16]=[CH:15][C:14]([C:17]([N:19]4[CH2:24][CH2:23][O:22][CH2:21][CH2:20]4)=[O:18])=[CH:13][CH:12]=3)[CH:9]=[CH:10][C:5]2=[N:4][CH:3]=1.C(N(CC)C(C)C)(C)C.[C:34]([C:36]1[S:40][C:39]([NH:41][C:42](=[O:48])[O:43][C:44]([CH3:47])([CH3:46])[CH3:45])=[N:38][CH:37]=1)#[CH:35]. (4) Given the product [Cl:8][C:6]1[CH:5]=[CH:4][C:3]([S:9][CH2:12][CH2:13][CH2:14][N:15]([CH3:17])[CH3:16])=[C:2]([NH:1][S:27]([C:19]2[O:18][C:22]3[CH:23]=[CH:24][CH:25]=[CH:26][C:21]=3[CH:20]=2)(=[O:28])=[O:29])[CH:7]=1, predict the reactants needed to synthesize it. The reactants are: [NH2:1][C:2]1[CH:7]=[C:6]([Cl:8])[CH:5]=[CH:4][C:3]=1[SH:9].Cl.Cl[CH2:12][CH2:13][CH2:14][N:15]([CH3:17])[CH3:16].[O:18]1[C:22]2[CH:23]=[CH:24][CH:25]=[CH:26][C:21]=2[CH:20]=[C:19]1[S:27](Cl)(=[O:29])=[O:28]. (5) The reactants are: [H-].[Al+3].[Li+].[H-].[H-].[H-].[N:7]1([C:14](=O)[CH3:15])[CH2:13][CH2:12][CH2:11][NH:10][CH2:9][CH2:8]1.Cl. Given the product [CH2:14]([N:7]1[CH2:13][CH2:12][CH2:11][NH:10][CH2:9][CH2:8]1)[CH3:15], predict the reactants needed to synthesize it. (6) The reactants are: [NH2:1][C:2]1[N:7]=[C:6]([N:8]2[CH2:20][CH2:19][C:11]3([CH2:15][NH:14][C@H:13]([C:16]([OH:18])=[O:17])[CH2:12]3)[CH2:10][CH2:9]2)[CH:5]=[C:4]([O:21][C@H:22]([C:27]2[CH:32]=[CH:31][C:30]([Cl:33])=[CH:29][C:28]=2N2C=CC(C)=N2)[C:23]([F:26])([F:25])[F:24])[N:3]=1.NC1N=C(N2CCC3(CN(C(OC[C:59]4[CH:64]=[CH:63][CH:62]=[CH:61][CH:60]=4)=O)[C@H](C(OCC)=O)C3)CC2)C=C(O[C@@H]([C:59]2[CH:64]=[CH:63][C:62](Cl)=[CH:61][C:60]=2Br)C(F)(F)F)N=1. Given the product [NH2:1][C:2]1[N:7]=[C:6]([N:8]2[CH2:9][CH2:10][C:11]3([CH2:15][NH:14][C@H:13]([C:16]([OH:18])=[O:17])[CH2:12]3)[CH2:19][CH2:20]2)[CH:5]=[C:4]([O:21][C@@H:22]([C:27]2[CH:32]=[CH:31][C:30]([Cl:33])=[CH:29][C:28]=2[C:59]2[CH:64]=[CH:63][CH:62]=[CH:61][CH:60]=2)[C:23]([F:25])([F:24])[F:26])[N:3]=1, predict the reactants needed to synthesize it. (7) Given the product [ClH:18].[F:14][C@H:12]1[CH2:13][NH:8][CH2:9][C:10]([CH3:17])([CH3:16])[C@H:11]1[OH:15], predict the reactants needed to synthesize it. The reactants are: C(OC([N:8]1[CH2:13][C@H:12]([F:14])[C@H:11]([OH:15])[C:10]([CH3:17])([CH3:16])[CH2:9]1)=O)(C)(C)C.[ClH:18]. (8) Given the product [CH:1]([S:9]([O-:12])(=[O:10])=[O:11])=[CH:2][C:3]1[CH:8]=[CH:7][CH:6]=[CH:5][CH:4]=1.[F:14][C:15]([F:37])=[C:16]([F:36])[C:17]([F:34])([F:35])[C:18]([F:32])([F:33])[C:19]([F:30])([F:31])[C:20]([F:29])([F:28])[C:21]([F:27])([F:26])[C:22]([F:25])([F:24])[F:23], predict the reactants needed to synthesize it. The reactants are: [CH:1]([S:9]([O-:12])(=[O:11])=[O:10])=[CH:2][C:3]1[CH:8]=[CH:7][CH:6]=[CH:5][CH:4]=1.[Na+].[F:14][C:15]([F:37])=[C:16]([F:36])[C:17]([F:35])([F:34])[C:18]([F:33])([F:32])[C:19]([F:31])([F:30])[C:20]([F:29])([F:28])[C:21]([F:27])([F:26])[C:22]([F:25])([F:24])[F:23].N(C(C)(C)C#N)=NC(C)(C)C#N. (9) Given the product [CH3:1][N:2]1[CH2:6][CH2:5][C@@H:4]([NH:7][C:8](=[O:47])[C@H:9]([CH:44]([CH3:46])[CH3:45])[CH2:10][C@H:11]([OH:36])[C@@H:12]([N:33]=[N+:34]=[N-:35])[CH2:13][C@H:14]([CH2:18][C:19]2[CH:24]=[CH:23][C:22]([O:25][CH3:26])=[C:21]([O:27][CH2:28][CH2:29][CH2:30][O:31][CH3:32])[CH:20]=2)[CH:15]([CH3:17])[CH3:16])[CH2:3]1, predict the reactants needed to synthesize it. The reactants are: [CH3:1][N:2]1[CH2:6][CH2:5][C@@H:4]([NH:7][C:8](=[O:47])[C@H:9]([CH:44]([CH3:46])[CH3:45])[CH2:10][C@H:11]([O:36][Si](C(C)(C)C)(C)C)[C@@H:12]([N:33]=[N+:34]=[N-:35])[CH2:13][C@H:14]([CH2:18][C:19]2[CH:24]=[CH:23][C:22]([O:25][CH3:26])=[C:21]([O:27][CH2:28][CH2:29][CH2:30][O:31][CH3:32])[CH:20]=2)[CH:15]([CH3:17])[CH3:16])[CH2:3]1.O. (10) The reactants are: [O:1]1[CH:3]([CH2:4][CH2:5][CH3:6])[CH2:2]1.[NH2:7][C@H:8]1[C:21]2[C:12](=[CH:13][C:14]3[C:15]([CH3:23])=[CH:16][C:17]([Cl:22])=[N:18][C:19]=3[CH:20]=2)[O:11][C:10]([CH3:25])([CH3:24])[C@@H:9]1[OH:26].Cl([O-])(=O)(=O)=O.[Li+].C(OCC)(=O)C. Given the product [Cl:22][C:17]1[CH:16]=[C:15]([CH3:23])[C:14]2[CH:13]=[C:12]3[O:11][C:10]([CH3:24])([CH3:25])[C@H:9]([OH:26])[C@@H:8]([NH:7][CH2:2][CH:3]([OH:1])[CH2:4][CH2:5][CH3:6])[C:21]3=[CH:20][C:19]=2[N:18]=1, predict the reactants needed to synthesize it.